This data is from Forward reaction prediction with 1.9M reactions from USPTO patents (1976-2016). The task is: Predict the product of the given reaction. (1) Given the reactants [F:1][C:2]1[CH:3]=[CH:4][C:5]([O:19][CH3:20])=[C:6]([C:8]([CH3:18])([CH3:17])[CH2:9][C:10]2([C:13]([F:16])([F:15])[F:14])[CH2:12][O:11]2)[CH:7]=1.[CH3:21][CH:22]1[CH2:27][NH:26][CH2:25][CH:24]([CH3:28])[NH:23]1, predict the reaction product. The product is: [CH3:21][CH:22]1[NH:23][CH:24]([CH3:28])[CH2:25][N:26]([CH2:12][C:10]([OH:11])([CH2:9][C:8]([C:6]2[CH:7]=[C:2]([F:1])[CH:3]=[CH:4][C:5]=2[O:19][CH3:20])([CH3:18])[CH3:17])[C:13]([F:16])([F:15])[F:14])[CH2:27]1. (2) Given the reactants [Br:1][C:2]1[CH:3]=[C:4]2[C:9](=[N:10][CH:11]=1)[N:8]([CH2:12][CH3:13])[CH:7]=[C:6]([C:14]([O:16][CH2:17][CH2:18][OH:19])=[O:15])[C:5]2=[O:20].[P:21](O)([O:31][CH2:32][C:33]1[CH:38]=[CH:37][CH:36]=[CH:35][CH:34]=1)([O:23][CH2:24][C:25]1[CH:30]=[CH:29][CH:28]=[CH:27][CH:26]=1)=[O:22].C1(P(C2C=CC=CC=2)C2C=CC=CC=2)C=CC=CC=1.N(C(OC(C)C)=O)=NC(OC(C)C)=O, predict the reaction product. The product is: [Br:1][C:2]1[CH:3]=[C:4]2[C:9](=[N:10][CH:11]=1)[N:8]([CH2:12][CH3:13])[CH:7]=[C:6]([C:14]([O:16][CH2:17][CH2:18][O:19][P:21]([O:23][CH2:24][C:25]1[CH:30]=[CH:29][CH:28]=[CH:27][CH:26]=1)([O:31][CH2:32][C:33]1[CH:38]=[CH:37][CH:36]=[CH:35][CH:34]=1)=[O:22])=[O:15])[C:5]2=[O:20]. (3) The product is: [OH:8][C:5]1[C:6](=[O:7])[CH:1]=[C:2]([CH3:9])[O:3][CH:4]=1. Given the reactants [CH:1]1[C:6](=[O:7])[C:5]([OH:8])=[CH:4][O:3][C:2]=1[CH2:9]Cl.Cl, predict the reaction product. (4) Given the reactants C(#N)C.[NH:4]1[CH2:9][CH2:8][O:7][CH2:6][CH2:5]1.Br[CH2:11][C:12]1[S:16][C:15]([CH3:17])=[N:14][C:13]=1[C:18]1[CH:38]=[CH:37][C:21]([O:22][CH2:23][CH2:24][CH2:25][CH2:26][CH2:27][O:28][C:29]2[CH:36]=[CH:35][C:32]([C:33]#[N:34])=[CH:31][CH:30]=2)=[CH:20][CH:19]=1, predict the reaction product. The product is: [CH3:17][C:15]1[S:16][C:12]([CH2:11][N:4]2[CH2:9][CH2:8][O:7][CH2:6][CH2:5]2)=[C:13]([C:18]2[CH:19]=[CH:20][C:21]([O:22][CH2:23][CH2:24][CH2:25][CH2:26][CH2:27][O:28][C:29]3[CH:30]=[CH:31][C:32]([C:33]#[N:34])=[CH:35][CH:36]=3)=[CH:37][CH:38]=2)[N:14]=1.